This data is from Full USPTO retrosynthesis dataset with 1.9M reactions from patents (1976-2016). The task is: Predict the reactants needed to synthesize the given product. (1) Given the product [C:36]([O:35][C:34](=[O:40])[NH:33][CH2:32][C:31]1[CH:41]=[CH:42][CH:43]=[C:29]([C:27]2[NH:1][C:2]3=[N:3][CH:4]=[C:5]([Br:26])[C:6]([N:11]4[CH2:16][CH2:15][N:14]([CH2:17][C:18](=[O:19])[NH:20][C:21]5[S:22][CH:23]=[CH:24][N:25]=5)[CH2:13][CH2:12]4)=[C:7]3[N:8]=2)[CH:30]=1)([CH3:39])([CH3:38])[CH3:37], predict the reactants needed to synthesize it. The reactants are: [NH2:1][C:2]1[C:7]([N+:8]([O-])=O)=[C:6]([N:11]2[CH2:16][CH2:15][N:14]([CH2:17][C:18]([NH:20][C:21]3[S:22][CH:23]=[CH:24][N:25]=3)=[O:19])[CH2:13][CH2:12]2)[C:5]([Br:26])=[CH:4][N:3]=1.[CH:27]([C:29]1[CH:30]=[C:31]([CH:41]=[CH:42][CH:43]=1)[CH2:32][NH:33][C:34](=[O:40])[O:35][C:36]([CH3:39])([CH3:38])[CH3:37])=O.[O-]S(S([O-])=O)=O.[Na+].[Na+]. (2) Given the product [CH3:29][O:28][C:18]1[CH:19]=[C:20]([Mg:1][Br:2])[CH:12]=[CH:13][CH:14]=1.[Cl:11][C:12]1[CH:13]=[C:14]2[C:18](=[CH:19][CH:20]=1)[NH:17][C:16](=[O:21])[C:15]2([OH:22])[C:3]1[CH:8]=[CH:7][CH:6]=[C:5]([O:9][CH3:10])[CH:4]=1, predict the reactants needed to synthesize it. The reactants are: [Mg:1].[Br:2][C:3]1[CH:8]=[CH:7][CH:6]=[C:5]([O:9][CH3:10])[CH:4]=1.[Cl:11][C:12]1[CH:13]=[C:14]2[C:18](=[CH:19][CH:20]=1)[NH:17][C:16](=[O:21])[C:15]2=[O:22].[NH4+].[Cl-].C1[CH2:29][O:28]CC1. (3) Given the product [Cl:1][C:2]1[CH:3]=[C:4]2[C:9](=[CH:10][CH:11]=1)[C:8](=[O:12])[N:7]([CH2:13][C:14]1[CH:15]=[CH:16][C:17]([S:20]([CH3:23])(=[O:21])=[O:22])=[CH:18][CH:19]=1)[C:6]([CH:24]([OH:25])[CH2:32][CH3:33])=[C:5]2[C:26]1[CH:27]=[CH:28][CH:29]=[CH:30][CH:31]=1, predict the reactants needed to synthesize it. The reactants are: [Cl:1][C:2]1[CH:3]=[C:4]2[C:9](=[CH:10][CH:11]=1)[C:8](=[O:12])[N:7]([CH2:13][C:14]1[CH:19]=[CH:18][C:17]([S:20]([CH3:23])(=[O:22])=[O:21])=[CH:16][CH:15]=1)[C:6]([CH:24]=[O:25])=[C:5]2[C:26]1[CH:31]=[CH:30][CH:29]=[CH:28][CH:27]=1.[CH:32](OC(C)C)(C)[CH3:33]. (4) Given the product [F:2][C:3]1[CH:11]=[C:10]([NH2:1])[C:9]([N+:13]([O-:15])=[O:14])=[CH:8][C:4]=1[C:5]([OH:7])=[O:6], predict the reactants needed to synthesize it. The reactants are: [NH3:1].[F:2][C:3]1[CH:11]=[C:10](F)[C:9]([N+:13]([O-:15])=[O:14])=[CH:8][C:4]=1[C:5]([OH:7])=[O:6].Cl. (5) Given the product [C:1]([O:4][CH2:5][C:6]1[C:7]([N:21]2[C:22](=[O:34])[C:23]3[S:29][C:28]4[CH2:30][CH2:31][CH2:32][CH2:33][C:27]=4[C:24]=3[CH2:25][CH2:26]2)=[CH:8][CH:9]=[CH:10][C:11]=1[C:36]1[CH:37]=[C:38]([NH:44][C:45]2[CH:50]=[CH:49][C:48]([N:51]3[CH2:56][CH2:55][N:54]([CH:57]4[CH2:60][O:59][CH2:58]4)[CH2:53][CH2:52]3)=[CH:47][N:46]=2)[C:39](=[O:43])[N:40]([CH3:42])[CH:41]=1)(=[O:3])[CH3:2], predict the reactants needed to synthesize it. The reactants are: [C:1]([O:4][CH2:5][C:6]1[C:11](B2OC(C)(C)C(C)(C)O2)=[CH:10][CH:9]=[CH:8][C:7]=1[N:21]1[CH2:26][CH2:25][C:24]2[C:27]3[CH2:33][CH2:32][CH2:31][CH2:30][C:28]=3[S:29][C:23]=2[C:22]1=[O:34])(=[O:3])[CH3:2].Br[C:36]1[CH:37]=[C:38]([NH:44][C:45]2[CH:50]=[CH:49][C:48]([N:51]3[CH2:56][CH2:55][N:54]([CH:57]4[CH2:60][O:59][CH2:58]4)[CH2:53][CH2:52]3)=[CH:47][N:46]=2)[C:39](=[O:43])[N:40]([CH3:42])[CH:41]=1. (6) Given the product [Cl:1][C:2]1[N:3]=[C:4]([NH:23][C:24]2[CH:32]=[C:31]3[C:27]([CH:28]=[N:29][NH:30]3)=[CH:26][CH:25]=2)[C:5]2[C:10]([I:11])=[CH:9][N:8]([S:12]([C:15]3[CH:21]=[CH:20][C:18]([CH3:19])=[CH:17][CH:16]=3)(=[O:14])=[O:13])[C:6]=2[N:7]=1, predict the reactants needed to synthesize it. The reactants are: [Cl:1][C:2]1[N:3]=[C:4](Cl)[C:5]2[C:10]([I:11])=[CH:9][N:8]([S:12]([C:15]3[CH:21]=[CH:20][C:18]([CH3:19])=[CH:17][CH:16]=3)(=[O:14])=[O:13])[C:6]=2[N:7]=1.[NH2:23][C:24]1[CH:32]=[C:31]2[C:27]([CH:28]=[N:29][NH:30]2)=[CH:26][CH:25]=1.CCN(C(C)C)C(C)C. (7) Given the product [NH2:39][CH2:38][C:37]([N:34]1[CH2:33][CH2:32][N:31]([CH2:30][C:29]([NH:28][CH:14]2[CH2:13][C:9]3[CH:10]=[CH:11][CH:12]=[C:7]([C:6]([OH:5])=[O:51])[C:8]=3[O:23][B:15]2[OH:16])=[O:48])[CH2:36][CH2:35]1)=[O:47], predict the reactants needed to synthesize it. The reactants are: C([O:5][C:6](=[O:51])[C:7]1[CH:12]=[CH:11][CH:10]=[C:9]([CH2:13][CH:14]([NH:28][C:29](=[O:48])[CH2:30][N:31]2[CH2:36][CH2:35][N:34]([C:37](=[O:47])[CH2:38][NH:39]C(OC(C)(C)C)=O)[CH2:33][CH2:32]2)[B:15]2[O:23]C3C(C)(C4CC(C3)C4(C)C)[O:16]2)[C:8]=1OC)(C)(C)C.B(Cl)(Cl)Cl.